This data is from Ames mutagenicity test results for genotoxicity prediction. The task is: Regression/Classification. Given a drug SMILES string, predict its toxicity properties. Task type varies by dataset: regression for continuous values (e.g., LD50, hERG inhibition percentage) or binary classification for toxic/non-toxic outcomes (e.g., AMES mutagenicity, cardiotoxicity, hepatotoxicity). Dataset: ames. (1) The molecule is O=C1c2ccccc2C(=O)c2c1ccc1nc3c(ccc4c(O)c5ccccc5c(O)c43)nc21. The result is 0 (non-mutagenic). (2) The compound is CN(C)CCN1C=CN(C)C1/C=N/O. The result is 0 (non-mutagenic).